This data is from Full USPTO retrosynthesis dataset with 1.9M reactions from patents (1976-2016). The task is: Predict the reactants needed to synthesize the given product. (1) Given the product [Br:1][C:2]1[CH:31]=[CH:30][CH:29]=[CH:28][C:3]=1[C:4]1[N:14]2[C:9]([CH:10]=[N:11][C:12]([NH:15][C:16]3[CH:21]=[C:20]([O:22][CH3:23])[C:19]([O:24][CH3:25])=[C:18]([O:26][CH3:27])[CH:17]=3)=[N:13]2)=[C:7]([CH3:8])[N:6]=1, predict the reactants needed to synthesize it. The reactants are: [Br:1][C:2]1[CH:31]=[CH:30][CH:29]=[CH:28][C:3]=1[C:4]([NH:6][CH:7]([C:9]1[N:14]=[N:13][C:12]([NH:15][C:16]2[CH:21]=[C:20]([O:22][CH3:23])[C:19]([O:24][CH3:25])=[C:18]([O:26][CH3:27])[CH:17]=2)=[N:11][CH:10]=1)[CH3:8])=O.P(Cl)(Cl)(Cl)=O. (2) Given the product [Cl:19][C:13]1[CH:14]=[CH:15][CH:16]=[C:17]([Cl:18])[C:12]=1[NH:11][C:4]1[CH:3]=[CH:2][CH:1]=[CH:6][C:5]=1[CH2:7][C:8]([O:10][CH2:25][CH2:24][O:23][CH2:22][CH2:21][OH:27])=[O:9], predict the reactants needed to synthesize it. The reactants are: [CH:1]1[CH:2]=[CH:3][C:4]([NH:11][C:12]2[C:13]([Cl:19])=[CH:14][CH:15]=[CH:16][C:17]=2[Cl:18])=[C:5]([CH2:7][C:8]([O-:10])=[O:9])[CH:6]=1.[Na+].[CH2:21]([OH:27])[CH2:22][O:23][CH2:24][CH2:25]O.S(=O)(=O)(O)O.C([O-])([O-])=O.[K+].[K+].